From a dataset of Reaction yield outcomes from USPTO patents with 853,638 reactions. Predict the reaction yield, written as a fraction of the theoretical maximum amount of product (1.0 means a 100% yield; for example, 0.34 means a 34% yield). (1) The reactants are Cl[C:2]1[C:3]([N+:11]([O-:13])=[O:12])=[C:4]([CH:8]=[CH:9][CH:10]=1)[C:5]([OH:7])=[O:6].[NH:14]1[CH2:19][CH2:18][O:17][CH2:16][CH2:15]1.Cl. The catalyst is O. The product is [O:17]1[CH2:18][CH2:19][N:14]([C:2]2[C:3]([N+:11]([O-:13])=[O:12])=[C:4]([CH:8]=[CH:9][CH:10]=2)[C:5]([OH:7])=[O:6])[CH2:15][CH2:16]1. The yield is 0.980. (2) The reactants are [CH3:1][C@:2]12[C:18](=[O:19])[CH2:17][CH2:16][C@@H:15]1[CH2:14][C@H:13]1[C@@H:4]([CH2:5][CH2:6][C@@H:7]3[C@@H:12]1[CH2:11][CH2:10][C:9](=[O:20])[CH2:8]3)[CH2:3]2.CCC(C)[BH-](C(C)CC)C(C)CC.[K+].[OH-].[Na+].OO. The catalyst is C1COCC1. The product is [OH:20][C@H:9]1[CH2:8][C@H:7]2[C@@H:12]([C@@H:13]3[C@@H:4]([CH2:5][CH2:6]2)[CH2:3][C@@:2]2([CH3:1])[C:18](=[O:19])[CH2:17][CH2:16][C@@H:15]2[CH2:14]3)[CH2:11][CH2:10]1. The yield is 0.800. (3) The reactants are [Br:1][C:2]1[CH:3]=[C:4]2[C:9](=[CH:10][CH:11]=1)[N:8]=[CH:7][C:6]([S:12]C#N)=[C:5]2[C:15]([C:17]1[CH:22]=[CH:21][C:20]([C:23]([CH3:27])([CH3:26])[C:24]#[N:25])=[CH:19][CH:18]=1)=O.O.[NH3:29]. No catalyst specified. The product is [Br:1][C:2]1[CH:11]=[CH:10][C:9]2[N:8]=[CH:7][C:6]3[S:12][N:29]=[C:15]([C:17]4[CH:22]=[CH:21][C:20]([C:23]([CH3:27])([CH3:26])[C:24]#[N:25])=[CH:19][CH:18]=4)[C:5]=3[C:4]=2[CH:3]=1. The yield is 0.320. (4) The reactants are [F:1][C:2]1[C:3]([N:13]2[CH2:18][CH2:17][NH:16][CH2:15][CH2:14]2)=[C:4]2[C:9](=[CH:10][CH:11]=1)[N:8]=[C:7]([CH3:12])[CH:6]=[CH:5]2.Cl[CH2:20][C:21]([C:23]1[CH:24]=[CH:25][C:26]2[O:31][CH2:30][C:29](=[O:32])[NH:28][C:27]=2[CH:33]=1)=[O:22]. No catalyst specified. The product is [F:1][C:2]1[C:3]([N:13]2[CH2:14][CH2:15][N:16]([CH2:20][C:21]([C:23]3[CH:24]=[CH:25][C:26]4[O:31][CH2:30][C:29](=[O:32])[NH:28][C:27]=4[CH:33]=3)=[O:22])[CH2:17][CH2:18]2)=[C:4]2[C:9](=[CH:10][CH:11]=1)[N:8]=[C:7]([CH3:12])[CH:6]=[CH:5]2. The yield is 0.400.